Dataset: Catalyst prediction with 721,799 reactions and 888 catalyst types from USPTO. Task: Predict which catalyst facilitates the given reaction. (1) Reactant: [C:1]([C:5]1[S:13][C:12]2[C:11]([NH:14][C:15]3[CH:19]=[C:18]([CH3:20])[NH:17][N:16]=3)=[N:10][C:9]([C:21]([C:23]3[CH:28]=[CH:27][C:26]([F:29])=[CH:25][CH:24]=3)=[O:22])=[N:8][C:7]=2[CH:6]=1)([CH3:4])([CH3:3])[CH3:2].[BH4-].[Na+]. Product: [C:1]([C:5]1[S:13][C:12]2[C:11]([NH:14][C:15]3[CH:19]=[C:18]([CH3:20])[NH:17][N:16]=3)=[N:10][C:9]([CH:21]([C:23]3[CH:28]=[CH:27][C:26]([F:29])=[CH:25][CH:24]=3)[OH:22])=[N:8][C:7]=2[CH:6]=1)([CH3:4])([CH3:2])[CH3:3]. The catalyst class is: 92. (2) Reactant: C(=O)([O-])[O-].[K+].[K+].C([O:10][C@H:11]([C:13]1[O:17][N:16]=[C:15]([C:18]2[CH:30]=[CH:29][C:21]([C:22]([O:24][C:25]([CH3:28])([CH3:27])[CH3:26])=[O:23])=[C:20]([F:31])[CH:19]=2)[N:14]=1)[CH3:12])(=O)C.Cl. Product: [F:31][C:20]1[CH:19]=[C:18]([C:15]2[N:14]=[C:13]([C@@H:11]([OH:10])[CH3:12])[O:17][N:16]=2)[CH:30]=[CH:29][C:21]=1[C:22]([O:24][C:25]([CH3:28])([CH3:27])[CH3:26])=[O:23]. The catalyst class is: 5. (3) Reactant: [CH:1]([C:3]1[S:7][C:6]([C:8]2[N:9]=[N:10][O:11][CH:12]=2)=[CH:5][CH:4]=1)=O.C(O[BH-](OC(=O)C)OC(=O)C)(=O)C.[Na+].C[N:28]1C(=O)CCC1. Product: [NH2:28][CH2:1][C:3]1[S:7][C:6]([C:8]2[N:9]=[N:10][O:11][CH:12]=2)=[CH:5][CH:4]=1. The catalyst class is: 2. (4) Reactant: [CH3:1][C:2]1([CH3:19])[C:10]2[C:5](=[CH:6][C:7]([N+:15]([O-:17])=[O:16])=[C:8]([NH:11]C(=O)C)[CH:9]=2)[NH:4][C:3]1=[O:18].Br[CH2:21][CH2:22][CH2:23][O:24][CH2:25][C:26]1[CH:31]=[CH:30][CH:29]=[CH:28][CH:27]=1.C([O-])([O-])=O.[K+].[K+]. Product: [NH2:11][C:8]1[CH:9]=[C:10]2[C:5](=[CH:6][C:7]=1[N+:15]([O-:17])=[O:16])[N:4]([CH2:21][CH2:22][CH2:23][O:24][CH2:25][C:26]1[CH:31]=[CH:30][CH:29]=[CH:28][CH:27]=1)[C:3](=[O:18])[C:2]2([CH3:1])[CH3:19]. The catalyst class is: 33. (5) Reactant: [CH3:1][O:2][C:3]1[CH:4]=[CH:5][C:6]([N+:12]([O-:14])=[O:13])=[C:7]([CH:11]=1)[C:8](O)=[O:9].O=S(Cl)Cl.[BH4-].[Na+]. The catalyst class is: 118. Product: [CH3:1][O:2][C:3]1[CH:4]=[CH:5][C:6]([N+:12]([O-:14])=[O:13])=[C:7]([CH2:8][OH:9])[CH:11]=1.